This data is from Forward reaction prediction with 1.9M reactions from USPTO patents (1976-2016). The task is: Predict the product of the given reaction. Given the reactants [CH2:1]([N:8]([CH2:19][CH:20]([CH3:22])[CH3:21])[C:9]1[CH:14]=[CH:13][C:12]([Br:15])=[CH:11][C:10]=1[N+:16]([O-])=O)[C:2]1[CH:7]=[CH:6][CH:5]=[CH:4][CH:3]=1.BrC1C=CC(N(CC(C)C)CC(C)C)=C([N+]([O-])=O)C=1.BrC1C=C(N)C(N(CC(C)C)CC(C)C)=CC=1, predict the reaction product. The product is: [CH2:1]([N:8]([CH2:19][CH:20]([CH3:22])[CH3:21])[C:9]1[C:10]([NH2:16])=[CH:11][C:12]([Br:15])=[CH:13][CH:14]=1)[C:2]1[CH:3]=[CH:4][CH:5]=[CH:6][CH:7]=1.